This data is from Reaction yield outcomes from USPTO patents with 853,638 reactions. The task is: Predict the reaction yield, written as a fraction of the theoretical maximum amount of product (1.0 means a 100% yield; for example, 0.34 means a 34% yield). (1) The reactants are [Cl-].O[NH3+:3].[C:4](=[O:7])([O-])[OH:5].[Na+].CS(C)=O.[CH3:13][C:14]([CH3:56])([CH2:46][O:47][SiH2]C(C)(C)C(C)(C)C)[C:15](=[O:45])[CH2:16][N:17]1[C:22](=[O:23])[C:21]2[CH:24]=[C:25]([CH2:27][CH3:28])[S:26][C:20]=2[N:19]([CH2:29][C:30]2[CH:35]=[CH:34][C:33]([C:36]3[C:37]([C:42]#[N:43])=[CH:38][CH:39]=[CH:40][CH:41]=3)=[CH:32][CH:31]=2)[C:18]1=[O:44]. The catalyst is O.C(OCC)(=O)C. The product is [CH2:27]([C:25]1[S:26][C:20]2[N:19]([CH2:29][C:30]3[CH:31]=[CH:32][C:33]([C:36]4[CH:41]=[CH:40][CH:39]=[CH:38][C:37]=4[C:42]4[NH:43][C:4](=[O:7])[O:5][N:3]=4)=[CH:34][CH:35]=3)[C:18](=[O:44])[N:17]([CH2:16][C:15](=[O:45])[C:14]([CH3:13])([CH3:56])[CH2:46][OH:47])[C:22](=[O:23])[C:21]=2[CH:24]=1)[CH3:28]. The yield is 0.250. (2) The reactants are [C:1]([O:5][C:6]([N:8]1[CH2:12][CH2:11][CH2:10][C@H:9]1[CH2:13][O:14][C:15]1[CH:24]=[CH:23][C:18]([C:19]([O:21][CH3:22])=[O:20])=[CH:17][CH:16]=1)=[O:7])([CH3:4])([CH3:3])[CH3:2]. The catalyst is CCO.CC(O)=O.[Rh]. The product is [C:1]([O:5][C:6]([N:8]1[CH2:12][CH2:11][CH2:10][C@H:9]1[CH2:13][O:14][C@@H:15]1[CH2:24][CH2:23][C@H:18]([C:19]([O:21][CH3:22])=[O:20])[CH2:17][CH2:16]1)=[O:7])([CH3:4])([CH3:3])[CH3:2]. The yield is 0.890. (3) The reactants are Cl.[CH3:2][O:3][C:4](=[O:11])[C@H:5]([CH2:7][CH:8]([CH3:10])[CH3:9])[NH2:6].C(=O)([O-])[O-].[Na+].[Na+].Cl[C:19]([O:21][CH2:22][C:23]1[CH:28]=[CH:27][CH:26]=[CH:25][CH:24]=1)=[O:20]. The catalyst is O1CCCCC1. The product is [CH3:2][O:3][C:4](=[O:11])[C@H:5]([CH2:7][CH:8]([CH3:10])[CH3:9])[NH:6][C:19]([O:21][CH2:22][C:23]1[CH:28]=[CH:27][CH:26]=[CH:25][CH:24]=1)=[O:20]. The yield is 1.00. (4) The reactants are [H-].[Na+].C[C:4]1([CH3:11])[O:8][CH:7]([CH2:9][OH:10])C[O:5]1.Br[CH2:13][CH2:14][CH2:15][CH2:16][CH2:17][CH2:18][CH2:19][CH2:20][CH2:21][CH2:22][CH2:23][CH2:24][CH2:25][CH2:26][CH2:27][CH3:28].CN(C)[CH:31]=[O:32]. No catalyst specified. The product is [C:4]([O:8][CH:7]([CH2:31][OH:32])[CH2:9][O:10][CH2:28][CH2:27][CH2:26][CH2:25][CH2:24][CH2:23][CH2:22][CH2:21][CH2:20][CH2:19][CH2:18][CH2:17][CH2:16][CH2:15][CH2:14][CH3:13])(=[O:5])/[CH:11]=[CH:28]\[CH:27]=[CH:26][CH:25]=[CH:24][CH:23]=[CH:22][CH:21]=[CH:20][CH:19]=[CH:18][CH2:17][CH2:16][CH2:15][CH2:14][CH2:13][CH2:13][CH2:14][CH2:15][CH3:16]. The yield is 0.570. (5) The reactants are [Cl:1][C:2]1[CH:40]=[C:39]([CH3:41])[C:5]([C:6]([NH:8][CH2:9][CH2:10][CH:11]([N:13]2[CH2:18][CH2:17][CH:16]([NH:19][C@H:20]([C:33]3[CH:38]=[CH:37][CH:36]=[CH:35][CH:34]=3)[CH2:21][N:22]3C(=O)C4C(=CC=CC=4)C3=O)[CH2:15][CH2:14]2)[CH3:12])=[O:7])=[C:4]([CH3:42])[N:3]=1.O.NN. The catalyst is CCO. The product is [NH2:22][CH2:21][C@H:20]([NH:19][CH:16]1[CH2:17][CH2:18][N:13]([CH:11]([CH3:12])[CH2:10][CH2:9][NH:8][C:6](=[O:7])[C:5]2[C:39]([CH3:41])=[CH:40][C:2]([Cl:1])=[N:3][C:4]=2[CH3:42])[CH2:14][CH2:15]1)[C:33]1[CH:34]=[CH:35][CH:36]=[CH:37][CH:38]=1. The yield is 0.670. (6) The reactants are Cl[C:2]1[N:3]=[C:4]([O:29][CH:30]([CH3:32])[CH3:31])[C:5]2[C:10]([C:11]3[CH:20]=[CH:19][C:14]4[N:15]=[C:16]([CH3:18])[O:17][C:13]=4[CH:12]=3)=[CH:9][N:8]([CH2:21][O:22][CH2:23][CH2:24][Si:25]([CH3:28])([CH3:27])[CH3:26])[C:6]=2[N:7]=1.[NH2:33][C:34]1[CH:43]=[CH:42][C:37]([C:38]([NH:40][CH3:41])=[O:39])=[CH:36][C:35]=1[O:44][CH3:45].C1(P(C2C=CC=CC=2)C2C=CC3C(=CC=CC=3)C=2C2C3C(=CC=CC=3)C=CC=2P(C2C=CC=CC=2)C2C=CC=CC=2)C=CC=CC=1.C(=O)([O-])[O-].[Cs+].[Cs+]. The catalyst is C(OCC)(=O)C.C([O-])(=O)C.[Pd+2].C([O-])(=O)C.O1CCOCC1. The product is [CH:30]([O:29][C:4]1[C:5]2[C:10]([C:11]3[CH:20]=[CH:19][C:14]4[N:15]=[C:16]([CH3:18])[O:17][C:13]=4[CH:12]=3)=[CH:9][N:8]([CH2:21][O:22][CH2:23][CH2:24][Si:25]([CH3:28])([CH3:27])[CH3:26])[C:6]=2[N:7]=[C:2]([NH:33][C:34]2[CH:43]=[CH:42][C:37]([C:38]([NH:40][CH3:41])=[O:39])=[CH:36][C:35]=2[O:44][CH3:45])[N:3]=1)([CH3:32])[CH3:31]. The yield is 0.820. (7) The catalyst is CC#N.Cl[Cu]. The yield is 0.600. The product is [Cl:15][C:2]1[CH:3]=[C:4]([CH:8]=[C:9]([C:11]([F:14])([F:13])[F:12])[CH:10]=1)[C:5]([OH:7])=[O:6]. The reactants are N[C:2]1[CH:3]=[C:4]([CH:8]=[C:9]([C:11]([F:14])([F:13])[F:12])[CH:10]=1)[C:5]([OH:7])=[O:6].[ClH:15]. (8) The reactants are [N+:1]([C:4]1[CH:5]=[C:6]([C:10]2[O:11][C:12]3[CH:17]=[CH:16][N:15]=[CH:14][C:13]=3[N:18]=2)[CH:7]=[CH:8][CH:9]=1)([O-])=O.[NH4+].[Cl-]. The catalyst is CO.O.[Fe]. The product is [O:11]1[C:12]2[CH:17]=[CH:16][N:15]=[CH:14][C:13]=2[N:18]=[C:10]1[C:6]1[CH:5]=[C:4]([NH2:1])[CH:9]=[CH:8][CH:7]=1. The yield is 0.850. (9) The reactants are [S:1]1[C:5]([CH2:6][O:7][C:8]([NH:10][C@H:11]([CH2:33][C:34]2[CH:39]=[CH:38][CH:37]=[CH:36][CH:35]=2)[CH2:12][NH:13][CH2:14][C@@H:15]([NH:23][C:24]([O:26][CH2:27][C:28]2[S:32][CH:31]=[N:30][CH:29]=2)=[O:25])[CH2:16][C:17]2[CH:22]=[CH:21][CH:20]=[CH:19][CH:18]=2)=[O:9])=[CH:4][N:3]=[CH:2]1.[CH3:40][CH:41]([CH3:44])[CH:42]=O.C(O)(=O)C.C(O[BH-](OC(=O)C)OC(=O)C)(=O)C.[Na+]. No catalyst specified. The product is [CH3:40][CH:41]([CH3:44])[CH2:42][N:13]([CH2:14][C@H:15]([NH:23][C:24]([O:26][CH2:27][C:28]1[S:32][CH:31]=[N:30][CH:29]=1)=[O:25])[CH2:16][C:17]1[CH:18]=[CH:19][CH:20]=[CH:21][CH:22]=1)[CH2:12][C@@H:11]([NH:10][C:8]([O:7][CH2:6][C:5]1[S:1][CH:2]=[N:3][CH:4]=1)=[O:9])[CH2:33][C:34]1[CH:39]=[CH:38][CH:37]=[CH:36][CH:35]=1. The yield is 0.520. (10) The reactants are [O:1]=[C:2]1[C:8]([NH:9][C:10](=[O:18])[C:11]2[CH:16]=[CH:15][CH:14]=[N:13][C:12]=2[OH:17])=[CH:7][C:6](=[O:19])[CH:5]2[CH:3]1[O:4]2.C(O[BH-](OC(=O)C)OC(=O)C)(=O)C.[Na+]. The catalyst is CO. The product is [OH:17][C:12]1[N:13]=[CH:14][CH:15]=[CH:16][C:11]=1[C:10]([NH:9][C:8]1[CH:2]([OH:1])[CH:3]2[CH:5]([C:6](=[O:19])[CH:7]=1)[O:4]2)=[O:18]. The yield is 0.420.